From a dataset of Forward reaction prediction with 1.9M reactions from USPTO patents (1976-2016). Predict the product of the given reaction. (1) Given the reactants [CH:1]([C:4]1[C:8]([CH2:9][CH2:10][CH2:11][OH:12])=[CH:7][N:6]([C:13]2[CH:18]=[CH:17][C:16]([CH3:19])=[CH:15][N:14]=2)[N:5]=1)([CH3:3])[CH3:2].O[C:21]1[C:26]([O:27][CH3:28])=[CH:25][CH:24]=[CH:23][C:22]=1[CH2:29][C:30]([O:32]C)=[O:31].C(P(CCCC)CCCC)CCC.N(C(N1CCCCC1)=O)=NC(N1CCCCC1)=O, predict the reaction product. The product is: [CH3:28][O:27][C:26]1[C:21]([O:12][CH2:11][CH2:10][CH2:9][C:8]2[C:4]([CH:1]([CH3:2])[CH3:3])=[N:5][N:6]([C:13]3[CH:18]=[CH:17][C:16]([CH3:19])=[CH:15][N:14]=3)[CH:7]=2)=[C:22]([CH2:29][C:30]([OH:32])=[O:31])[CH:23]=[CH:24][CH:25]=1. (2) Given the reactants CC(C)([O-])C.[K+].Br[CH:8]1[C:11]2=[CH:12][CH:13]=[CH:14][CH:15]=[C:10]2[CH2:9]1.Cl.[CH2:17]([OH:20])[CH2:18][OH:19], predict the reaction product. The product is: [OH:19][CH2:18][CH2:17][O:20][CH:8]1[C:11]2=[CH:12][CH:13]=[CH:14][CH:15]=[C:10]2[CH2:9]1. (3) The product is: [C:14]([O:16][CH2:17][CH2:18][OH:19])(=[O:15])[CH2:13][CH2:12][CH2:11][CH2:10][CH3:9]. Given the reactants C(N[CH2:9][CH2:10][CH2:11][CH2:12][CH2:13][C:14]([OH:16])=[O:15])(OC(C)(C)C)=O.[CH2:17](O)[CH2:18][OH:19], predict the reaction product. (4) Given the reactants [Cl:1][C:2]1[N:3]=[C:4]2[CH:9]=[CH:8][C:7](Cl)=[N:6][N:5]2[CH:11]=1.[CH2:12]([Mg]Br)[CH2:13][CH3:14].Cl, predict the reaction product. The product is: [Cl:1][C:2]1[N:3]=[C:4]2[CH:9]=[CH:8][C:7]([CH2:12][CH2:13][CH3:14])=[N:6][N:5]2[CH:11]=1. (5) The product is: [NH:15]([CH2:22][CH2:23][C:24]([NH:14][NH:13][C:11]([C:6]1[NH:7][C:8]2[C:4]([CH:5]=1)=[CH:3][C:2]([Cl:1])=[CH:10][CH:9]=2)=[O:12])=[O:25])[C:16]1[CH:21]=[CH:20][CH:19]=[CH:18][CH:17]=1. Given the reactants [Cl:1][C:2]1[CH:3]=[C:4]2[C:8](=[CH:9][CH:10]=1)[NH:7][C:6]([C:11]([NH:13][NH2:14])=[O:12])=[CH:5]2.[NH:15]([CH2:22][CH2:23][C:24](O)=[O:25])[C:16]1[CH:21]=[CH:20][CH:19]=[CH:18][CH:17]=1.ON1C2C=CC=CC=2N=N1.C(Cl)CCl, predict the reaction product. (6) Given the reactants [F:1][C:2]1[C:3]([O:10][C:11]2[CH:19]=[CH:18][CH:17]=[C:16]3[C:12]=2[C:13](=[O:28])[N:14]([CH2:20][C:21]2[CH:26]=[CH:25][C:24](I)=[CH:23][CH:22]=2)[CH2:15]3)=[C:4]([CH:7]=[CH:8][CH:9]=1)[C:5]#[N:6].[C:29](O)(=O)[C:30]#[C:31]C.N1CCC[C@H]1C(O)=O.O=C1O[C@H]([C@H](CO)O)C([O-])=C1O.[Na+].C(=O)([O-])[O-].[K+].[K+].[N-:62]=[N+:63]=[N-:64].[Na+], predict the reaction product. The product is: [F:1][C:2]1[C:3]([O:10][C:11]2[CH:19]=[CH:18][CH:17]=[C:16]3[C:12]=2[C:13](=[O:28])[N:14]([CH2:20][C:21]2[CH:26]=[CH:25][C:24]([N:62]4[CH:31]=[C:30]([CH3:29])[N:64]=[N:63]4)=[CH:23][CH:22]=2)[CH2:15]3)=[C:4]([CH:7]=[CH:8][CH:9]=1)[C:5]#[N:6]. (7) Given the reactants [CH3:1][C:2]1[S:3][C:4]([C:10]2[CH:15]=[CH:14][CH:13]=[CH:12][CH:11]=2)=[C:5]([C:7]([OH:9])=O)[N:6]=1.[CH:16]1([N:20]2[CH2:26][CH2:25][C:24]3[CH:27]=[CH:28][C:29]([N:31]4[CH2:36][CH2:35][NH:34][CH2:33][CH2:32]4)=[CH:30][C:23]=3[CH2:22][CH2:21]2)[CH2:19][CH2:18][CH2:17]1, predict the reaction product. The product is: [CH:16]1([N:20]2[CH2:26][CH2:25][C:24]3[CH:27]=[CH:28][C:29]([N:31]4[CH2:36][CH2:35][N:34]([C:7]([C:5]5[N:6]=[C:2]([CH3:1])[S:3][C:4]=5[C:10]5[CH:15]=[CH:14][CH:13]=[CH:12][CH:11]=5)=[O:9])[CH2:33][CH2:32]4)=[CH:30][C:23]=3[CH2:22][CH2:21]2)[CH2:19][CH2:18][CH2:17]1. (8) Given the reactants C([O:4][C@@H:5]1[C@@H:10]([O:11]C(=O)C)[C@H:9]([O:15]C(=O)C)[C@@H:8]([CH2:19][O:20]C(=O)C)[O:7][C@H:6]1[O:24][C:25]1[C:29]([CH2:30][C:31]2[CH:36]=[CH:35][C:34]([O:37][CH2:38][CH2:39][CH2:40][NH2:41])=[CH:33][C:32]=2[CH3:42])=[C:28]([CH:43]([CH3:45])[CH3:44])[NH:27][N:26]=1)(=O)C.[NH2:46][C:47]([CH3:51])([CH3:50])[CH2:48][OH:49].NCCN1CC[O:58][CH2:57]C1, predict the reaction product. The product is: [C@@H:6]1([O:24][C:25]2[C:29]([CH2:30][C:31]3[CH:36]=[CH:35][C:34]([O:37][CH2:38][CH2:39][CH2:40][NH:41][C:57]([NH:46][C:47]([CH3:51])([CH3:50])[CH2:48][OH:49])=[O:58])=[CH:33][C:32]=3[CH3:42])=[C:28]([CH:43]([CH3:45])[CH3:44])[NH:27][N:26]=2)[O:7][C@H:8]([CH2:19][OH:20])[C@@H:9]([OH:15])[C@H:10]([OH:11])[C@H:5]1[OH:4]. (9) Given the reactants [NH2:1][CH2:2][C:3]1([C:16]2[CH:21]=[CH:20][CH:19]=[CH:18][CH:17]=2)[CH2:8][CH2:7][N:6]([C:9]([O:11][C:12]([CH3:15])([CH3:14])[CH3:13])=[O:10])[CH2:5][CH2:4]1.[H][H], predict the reaction product. The product is: [NH2:1][CH2:2][C:3]1([CH:16]2[CH2:17][CH2:18][CH2:19][CH2:20][CH2:21]2)[CH2:8][CH2:7][N:6]([C:9]([O:11][C:12]([CH3:15])([CH3:14])[CH3:13])=[O:10])[CH2:5][CH2:4]1.